From a dataset of Forward reaction prediction with 1.9M reactions from USPTO patents (1976-2016). Predict the product of the given reaction. (1) Given the reactants [CH2:1]([N:3]([CH:11]1[CH2:16][CH2:15][CH:14]([O:17][C:18]2[C:29]3[C:28]4[C@@H:27]([CH2:30][CH2:31][OH:32])[CH2:26][CH2:25][C:24]=4[S:23][C:22]=3[N:21]=[CH:20][N:19]=2)[CH2:13][CH2:12]1)[C:4](=[O:10])[O:5][C:6]([CH3:9])([CH3:8])[CH3:7])[CH3:2].C1C=C[NH+]=CC=1.C1C=C[NH+]=CC=1.[O-:45][Cr](O[Cr]([O-])(=O)=O)(=O)=O, predict the reaction product. The product is: [C:6]([O:5][C:4]([N:3]([CH2:1][CH3:2])[CH:11]1[CH2:12][CH2:13][CH:14]([O:17][C:18]2[C:29]3[C:28]4[C@@H:27]([CH2:30][C:31]([OH:45])=[O:32])[CH2:26][CH2:25][C:24]=4[S:23][C:22]=3[N:21]=[CH:20][N:19]=2)[CH2:15][CH2:16]1)=[O:10])([CH3:8])([CH3:7])[CH3:9]. (2) Given the reactants [F:1][C:2]1([F:32])[O:6][C:5]2[CH:7]=[CH:8][C:9]([C:11]3([C:14]([NH:16][C:17]4[N:22]=[C:21]([C:23]5[C:24]([O:29]C)=[N:25][CH:26]=[CH:27][CH:28]=5)[C:20]([CH3:31])=[CH:19][CH:18]=4)=[O:15])[CH2:13][CH2:12]3)=[CH:10][C:4]=2[O:3]1, predict the reaction product. The product is: [F:32][C:2]1([F:1])[O:6][C:5]2[CH:7]=[CH:8][C:9]([C:11]3([C:14]([NH:16][C:17]4[CH:18]=[CH:19][C:20]([CH3:31])=[C:21]([C:23]5[C:24](=[O:29])[NH:25][CH:26]=[CH:27][CH:28]=5)[N:22]=4)=[O:15])[CH2:13][CH2:12]3)=[CH:10][C:4]=2[O:3]1. (3) Given the reactants Br[C:2]1[C:10]2[N:9]3[CH2:11][CH2:12][CH2:13][NH:14][C:15](=[O:16])[C:8]3=[CH:7][C:6]=2[CH:5]=[C:4]([C:17]#[N:18])[CH:3]=1.[Cl:19][C:20]1[CH:25]=[C:24]([Cl:26])[CH:23]=[CH:22][C:21]=1B(O)O, predict the reaction product. The product is: [Cl:19][C:20]1[CH:25]=[C:24]([Cl:26])[CH:23]=[CH:22][C:21]=1[C:2]1[C:10]2[N:9]3[CH2:11][CH2:12][CH2:13][NH:14][C:15](=[O:16])[C:8]3=[CH:7][C:6]=2[CH:5]=[C:4]([C:17]#[N:18])[CH:3]=1. (4) Given the reactants [CH2:1]1[C:9]2[C:8]3[CH:10]=[CH:11][CH:12]=[CH:13][C:7]=3[O:6][C:5]=2[CH2:4][CH2:3][CH:2]1[NH2:14].[C:15](Cl)(=[O:19])[CH:16](C)[CH3:17].[CH2:21](N(CC)CC)C, predict the reaction product. The product is: [CH:1]1[C:9]2[C:8]3[CH2:10][CH2:11][CH2:12][CH2:13][C:7]=3[O:6][C:5]=2[CH:4]=[CH:3][C:2]=1[NH:14][C:15](=[O:19])[CH2:16][CH2:17][CH3:21]. (5) Given the reactants [N+:1]([O-:4])(O)=[O:2].[CH3:5][C:6]1[CH:15]=[C:14]2[C:9]([C:10]([OH:16])=[CH:11][CH:12]=[N:13]2)=[CH:8][CH:7]=1, predict the reaction product. The product is: [CH3:5][C:6]1[CH:15]=[C:14]2[C:9]([C:10]([OH:16])=[C:11]([N+:1]([O-:4])=[O:2])[CH:12]=[N:13]2)=[CH:8][CH:7]=1.